Dataset: NCI-60 drug combinations with 297,098 pairs across 59 cell lines. Task: Regression. Given two drug SMILES strings and cell line genomic features, predict the synergy score measuring deviation from expected non-interaction effect. (1) Drug 1: C1CC(C1)(C(=O)O)C(=O)O.[NH2-].[NH2-].[Pt+2]. Drug 2: CCC1(C2=C(COC1=O)C(=O)N3CC4=CC5=C(C=CC(=C5CN(C)C)O)N=C4C3=C2)O.Cl. Cell line: MALME-3M. Synergy scores: CSS=15.7, Synergy_ZIP=-4.45, Synergy_Bliss=3.80, Synergy_Loewe=1.87, Synergy_HSA=5.12. (2) Drug 1: COC1=C(C=C2C(=C1)N=CN=C2NC3=CC(=C(C=C3)F)Cl)OCCCN4CCOCC4. Drug 2: CN(CCCl)CCCl.Cl. Cell line: SNB-19. Synergy scores: CSS=10.5, Synergy_ZIP=-5.58, Synergy_Bliss=-0.775, Synergy_Loewe=-0.912, Synergy_HSA=-0.439. (3) Drug 1: CS(=O)(=O)C1=CC(=C(C=C1)C(=O)NC2=CC(=C(C=C2)Cl)C3=CC=CC=N3)Cl. Drug 2: CC1C(C(CC(O1)OC2CC(CC3=C2C(=C4C(=C3O)C(=O)C5=C(C4=O)C(=CC=C5)OC)O)(C(=O)C)O)N)O.Cl. Cell line: SK-OV-3. Synergy scores: CSS=33.6, Synergy_ZIP=14.0, Synergy_Bliss=13.9, Synergy_Loewe=3.24, Synergy_HSA=13.7. (4) Drug 1: CC1=CC=C(C=C1)C2=CC(=NN2C3=CC=C(C=C3)S(=O)(=O)N)C(F)(F)F. Drug 2: C1C(C(OC1N2C=NC3=C2NC=NCC3O)CO)O. Cell line: A498. Synergy scores: CSS=-1.25, Synergy_ZIP=0.284, Synergy_Bliss=-2.16, Synergy_Loewe=-1.45, Synergy_HSA=-2.42. (5) Drug 1: C1=CC=C(C=C1)NC(=O)CCCCCCC(=O)NO. Drug 2: CN(CCCl)CCCl.Cl. Cell line: MDA-MB-231. Synergy scores: CSS=15.8, Synergy_ZIP=-0.303, Synergy_Bliss=4.85, Synergy_Loewe=3.68, Synergy_HSA=3.35.